From a dataset of Forward reaction prediction with 1.9M reactions from USPTO patents (1976-2016). Predict the product of the given reaction. (1) Given the reactants Cl.[NH2:2][CH2:3][CH:4]([OH:9])[CH2:5][O:6][CH2:7][CH3:8].C(N(CC)CC)C.[C:17](O[C:17]([O:19][C:20]([CH3:23])([CH3:22])[CH3:21])=[O:18])([O:19][C:20]([CH3:23])([CH3:22])[CH3:21])=[O:18], predict the reaction product. The product is: [CH2:7]([O:6][CH2:5][CH:4]([OH:9])[CH2:3][NH:2][C:17](=[O:18])[O:19][C:20]([CH3:23])([CH3:22])[CH3:21])[CH3:8]. (2) Given the reactants [CH2:1]([O:3][C:4]([C:6]1[C:7]2[S:14][CH:13]=[C:12]([CH2:15][O:16][C:17]3[CH:22]=[C:21]([NH2:23])[CH:20]=[CH:19][C:18]=3[CH3:24])[C:8]=2[CH:9]=[N:10][CH:11]=1)=[O:5])[CH3:2].[F:25][C:26]1[CH:34]=[CH:33][C:29]([C:30](Cl)=[O:31])=[CH:28][CH:27]=1, predict the reaction product. The product is: [CH2:1]([O:3][C:4]([C:6]1[C:7]2[S:14][CH:13]=[C:12]([CH2:15][O:16][C:17]3[CH:22]=[C:21]([NH:23][C:30](=[O:31])[C:29]4[CH:33]=[CH:34][C:26]([F:25])=[CH:27][CH:28]=4)[CH:20]=[CH:19][C:18]=3[CH3:24])[C:8]=2[CH:9]=[N:10][CH:11]=1)=[O:5])[CH3:2].